Task: Predict which catalyst facilitates the given reaction.. Dataset: Catalyst prediction with 721,799 reactions and 888 catalyst types from USPTO (1) Reactant: Cl.[CH3:2][O:3][C:4]1[CH:5]=[C:6]([CH:10]2[CH2:15][CH2:14][CH2:13][NH:12][CH2:11]2)[CH:7]=[CH:8][CH:9]=1.CCN(C(C)C)C(C)C.[F:25][C:26]([F:31])([F:30])[C@@H:27]1[CH2:29][O:28]1. Product: [F:25][C:26]([F:31])([F:30])[C@@H:27]([OH:28])[CH2:29][N:12]1[CH2:13][CH2:14][CH2:15][CH:10]([C:6]2[CH:7]=[CH:8][CH:9]=[C:4]([O:3][CH3:2])[CH:5]=2)[CH2:11]1. The catalyst class is: 10. (2) Reactant: [F:1][C:2]1[C:7]([F:8])=[CH:6][CH:5]=[CH:4][C:3]=1[C:9]1([OH:14])[CH2:13][CH2:12][NH:11][CH2:10]1.C(#N)C.C(=O)([O-])[O-].[K+].[K+].[CH2:24](Br)[CH2:25][CH2:26][CH3:27]. Product: [CH2:24]([N:11]1[CH2:12][CH2:13][C:9]([C:3]2[CH:4]=[CH:5][CH:6]=[C:7]([F:8])[C:2]=2[F:1])([OH:14])[CH2:10]1)[CH2:25][CH2:26][CH3:27]. The catalyst class is: 6. (3) Reactant: [OH:1][C:2]1[C:7]([CH3:8])=[C:6]([CH3:9])[C:5]([OH:10])=[C:4]([CH3:11])[C:3]=1[CH:12]([C:18]1[CH:23]=[CH:22][C:21]([F:24])=[CH:20][CH:19]=1)[CH2:13][CH2:14][C:15]([OH:17])=[O:16].[N+]([O-])([O-])=O.[Ce].[NH4+].O.CCOCC. Product: [F:24][C:21]1[CH:20]=[CH:19][C:18]([CH:12]([C:3]2[C:2](=[O:1])[C:7]([CH3:8])=[C:6]([CH3:9])[C:5](=[O:10])[C:4]=2[CH3:11])[CH2:13][CH2:14][C:15]([OH:17])=[O:16])=[CH:23][CH:22]=1. The catalyst class is: 144.